Dataset: Catalyst prediction with 721,799 reactions and 888 catalyst types from USPTO. Task: Predict which catalyst facilitates the given reaction. (1) Reactant: [F:1][C:2]1[C:11]([O:12][CH3:13])=[C:10]2[C:5]([C:6](=[O:23])[C:7]([C:18]([O:20]CC)=[O:19])=[CH:8][N:9]2[C@@H:14]2[CH2:16][C@@H:15]2[F:17])=[CH:4][CH:3]=1.Cl. Product: [F:1][C:2]1[C:11]([O:12][CH3:13])=[C:10]2[C:5]([C:6](=[O:23])[C:7]([C:18]([OH:20])=[O:19])=[CH:8][N:9]2[C@@H:14]2[CH2:16][C@@H:15]2[F:17])=[CH:4][CH:3]=1. The catalyst class is: 15. (2) Reactant: [CH3:1][N:2]1[C:10]2[C:5](=[CH:6][CH:7]=[CH:8][CH:9]=2)[CH:4]=[C:3]1[C:11]([O:13]CC)=O.[CH3:16][NH2:17]. Product: [CH3:16][NH:17][C:11]([C:3]1[N:2]([CH3:1])[C:10]2[C:5]([CH:4]=1)=[CH:6][CH:7]=[CH:8][CH:9]=2)=[O:13]. The catalyst class is: 5. (3) Reactant: [CH:1]([C:9]1[CH:10]=[CH:11][C:12]2[N:16]=[CH:15][N:14](S(=O)(=O)N(C)C)[C:13]=2[CH:23]=1)=[CH:2][C:3]1[CH:8]=[CH:7][CH:6]=[CH:5][CH:4]=1.Cl.[OH-].[K+]. Product: [CH:1]([C:9]1[CH:10]=[CH:11][C:12]2[N:16]=[CH:15][NH:14][C:13]=2[CH:23]=1)=[CH:2][C:3]1[CH:4]=[CH:5][CH:6]=[CH:7][CH:8]=1. The catalyst class is: 5. (4) Reactant: [Br:1][C:2]1[CH:3]=[C:4]2[C:8](=[CH:9][CH:10]=1)[NH:7][CH:6]=[CH:5]2.[H-].[Na+].CC1C=CC(S(O[CH2:24][CH:25]2[CH2:29][CH:28]([CH3:30])[N:27]([CH2:31][C:32]3[CH:37]=[CH:36][CH:35]=[CH:34][CH:33]=3)[CH2:26]2)(=O)=O)=CC=1.C(OCC)(=O)C.CCCCCC. Product: [CH2:31]([N:27]1[CH:28]([CH3:30])[CH2:29][CH:25]([CH2:24][N:7]2[C:8]3[C:4](=[CH:3][C:2]([Br:1])=[CH:10][CH:9]=3)[CH:5]=[CH:6]2)[CH2:26]1)[C:32]1[CH:37]=[CH:36][CH:35]=[CH:34][CH:33]=1. The catalyst class is: 3.